From a dataset of Reaction yield outcomes from USPTO patents with 853,638 reactions. Predict the reaction yield, written as a fraction of the theoretical maximum amount of product (1.0 means a 100% yield; for example, 0.34 means a 34% yield). (1) The reactants are [CH3:1][O:2][C:3]1[CH:10]=[C:9]([O:11][CH3:12])[CH:8]=[CH:7][C:4]=1[CH2:5]O.[NH:13]1[C:17](=[O:18])[CH2:16][CH2:15][C:14]1=[O:19].ClCCl.C1(P(C2C=CC=CC=2)C2C=CC=CC=2)C=CC=CC=1. The catalyst is O1CCCC1. The product is [CH3:1][O:2][C:3]1[CH:10]=[C:9]([O:11][CH3:12])[CH:8]=[CH:7][C:4]=1[CH2:5][N:13]1[C:17](=[O:18])[CH2:16][CH2:15][C:14]1=[O:19]. The yield is 0.460. (2) The reactants are C(N(CC)CC)C.[C:19]([O:18][C:16](O[C:16]([O:18][C:19]([CH3:22])([CH3:21])[CH3:20])=[O:17])=[O:17])([CH3:22])([CH3:21])[CH3:20].[CH2:23]([O:25][C:26](=[O:35])[CH2:27][CH:28]1[C:33](=[O:34])[NH:32][CH2:31][CH2:30][NH:29]1)[CH3:24]. The catalyst is O1CCOCC1.O. The product is [C:19]([O:18][C:16]([N:29]1[CH2:30][CH2:31][NH:32][C:33](=[O:34])[CH:28]1[CH2:27][C:26]([O:25][CH2:23][CH3:24])=[O:35])=[O:17])([CH3:20])([CH3:21])[CH3:22]. The yield is 0.920.